Dataset: Catalyst prediction with 721,799 reactions and 888 catalyst types from USPTO. Task: Predict which catalyst facilitates the given reaction. Reactant: [Br:1][C:2]1[CH:7]=[CH:6][C:5]([S:8](Cl)(=[O:10])=[O:9])=[C:4]([C:12]([F:15])([F:14])[F:13])[CH:3]=1.[CH2:16]([NH:18][CH2:19][CH3:20])[CH3:17]. Product: [Br:1][C:2]1[CH:7]=[CH:6][C:5]([S:8]([N:18]([CH2:19][CH3:20])[CH2:16][CH3:17])(=[O:10])=[O:9])=[C:4]([C:12]([F:15])([F:14])[F:13])[CH:3]=1. The catalyst class is: 4.